From a dataset of Forward reaction prediction with 1.9M reactions from USPTO patents (1976-2016). Predict the product of the given reaction. (1) Given the reactants Cl[C:2]1[C:7]([O:8][CH2:9][CH2:10][O:11]C2CCCCO2)=[CH:6][CH:5]=[CH:4][N:3]=1.[CH3:18][N:19]([CH3:25])[C:20]([CH3:24])([CH3:23])[CH2:21][OH:22].CC(C)([O-])C.[K+].C(O)(C)(C)C, predict the reaction product. The product is: [CH3:18][N:19]([CH3:25])[C:20]([CH3:24])([CH3:23])[CH2:21][O:22][C:2]1[C:7]([O:8][CH2:9][CH2:10][OH:11])=[CH:6][CH:5]=[CH:4][N:3]=1. (2) Given the reactants [OH:1][C:2]1[CH:14]=[CH:13][C:5]2[C:6]([CH2:9][C:10]([OH:12])=[O:11])=[CH:7][O:8][C:4]=2[CH:3]=1.[C:15]1([C@H:21]([NH2:23])[CH3:22])[CH:20]=[CH:19][CH:18]=[CH:17][CH:16]=1.C(OC(C)C)(C)C, predict the reaction product. The product is: [C:15]1([C@H:21]([NH2:23])[CH3:22])[CH:20]=[CH:19][CH:18]=[CH:17][CH:16]=1.[OH:1][C:2]1[CH:14]=[CH:13][C:5]2[C:6]([CH2:9][C:10]([OH:12])=[O:11])=[CH:7][O:8][C:4]=2[CH:3]=1. (3) Given the reactants CN(C=O)C.C(O[CH:10]([C@H:13]1[C@H:17]([CH3:18])[O:16][C:15]([CH3:20])([CH3:19])[N:14]1[C:21]([O:23][C:24]([CH3:27])([CH3:26])[CH3:25])=[O:22])[CH:11]=[CH2:12])(=O)C.C([O-])=O.[Na+].C(N(CC)CC)C, predict the reaction product. The product is: [CH2:10]([C@H:13]1[C@H:17]([CH3:18])[O:16][C:15]([CH3:19])([CH3:20])[N:14]1[C:21]([O:23][C:24]([CH3:25])([CH3:27])[CH3:26])=[O:22])[CH:11]=[CH2:12]. (4) Given the reactants [O-2].[Y+3:2].[O-2].[O-2].[Y+3].[Y].[N+:7]([O-:10])([OH:9])=[O:8], predict the reaction product. The product is: [N+:7]([O-:10])([O-:9])=[O:8].[Y+3:2].[N+:7]([O-:10])([O-:9])=[O:8].[N+:7]([O-:10])([O-:9])=[O:8]. (5) Given the reactants [Cl:1][C:2]1[CH:7]=[C:6]2[NH:8][C:9](=[O:34])[C:10]3([CH:15]([C:16]4[CH:21]=[CH:20][CH:19]=[C:18]([Cl:22])[CH:17]=4)[CH2:14][C:13](=[O:23])[NH:12][CH:11]3[C:24]3[CH:29]=[C:28]([I:30])[CH:27]=[CH:26][C:25]=3[N+:31]([O-])=O)[C:5]2=[CH:4][CH:3]=1.[NH4+].[Cl-], predict the reaction product. The product is: [NH2:31][C:25]1[CH:26]=[CH:27][C:28]([I:30])=[CH:29][C:24]=1[CH:11]1[C:10]2([C:5]3[C:6](=[CH:7][C:2]([Cl:1])=[CH:3][CH:4]=3)[NH:8][C:9]2=[O:34])[CH:15]([C:16]2[CH:21]=[CH:20][CH:19]=[C:18]([Cl:22])[CH:17]=2)[CH2:14][C:13](=[O:23])[NH:12]1. (6) Given the reactants C([O:9][CH2:10][CH2:11][C:12]([F:21])([F:20])[C:13]([F:19])([F:18])[S:14]([O-:17])(=[O:16])=[O:15])(=O)C1C=CC=CC=1.[C:22]1([S+:28]([C:35]2[CH:40]=[CH:39][CH:38]=[CH:37][CH:36]=2)[C:29]2[CH:34]=[CH:33][CH:32]=[CH:31][CH:30]=2)[CH:27]=[CH:26][CH:25]=[CH:24][CH:23]=1.[OH-].[Na+].Cl, predict the reaction product. The product is: [OH:9][CH2:10][CH2:11][C:12]([F:21])([F:20])[C:13]([F:18])([F:19])[S:14]([O-:17])(=[O:15])=[O:16].[C:35]1([S+:28]([C:22]2[CH:23]=[CH:24][CH:25]=[CH:26][CH:27]=2)[C:29]2[CH:34]=[CH:33][CH:32]=[CH:31][CH:30]=2)[CH:36]=[CH:37][CH:38]=[CH:39][CH:40]=1. (7) Given the reactants C1(C)C=CC=CC=1.[CH2:8]=[CH:9][C:10]1[CH:15]=[CH:14][CH:13]=[CH:12][CH:11]=1.[B]1OC2C(=CC=CC=2)[O:17]1, predict the reaction product. The product is: [C:10]1([C@@H:9]([OH:17])[CH3:8])[CH:15]=[CH:14][CH:13]=[CH:12][CH:11]=1.